This data is from Forward reaction prediction with 1.9M reactions from USPTO patents (1976-2016). The task is: Predict the product of the given reaction. (1) Given the reactants [NH2:1][CH2:2][C:3]1[CH:8]=[CH:7][C:6]([C:9]2[C:10]([C:16]([O:18][CH3:19])=[O:17])=[C:11]([F:15])[CH:12]=[CH:13][CH:14]=2)=[CH:5][C:4]=1[F:20].C(N(CC)CC)C.ClC(Cl)(O[C:32](=[O:38])OC(Cl)(Cl)Cl)Cl.[NH2:40][CH2:41][CH2:42][C:43]1[CH:50]=[CH:49][C:46]([C:47]#[N:48])=[CH:45][CH:44]=1, predict the reaction product. The product is: [C:47]([C:46]1[CH:49]=[CH:50][C:43]([CH2:42][CH2:41][NH:40][C:32]([NH:1][CH2:2][C:3]2[CH:8]=[CH:7][C:6]([C:9]3[C:10]([C:16]([O:18][CH3:19])=[O:17])=[C:11]([F:15])[CH:12]=[CH:13][CH:14]=3)=[CH:5][C:4]=2[F:20])=[O:38])=[CH:44][CH:45]=1)#[N:48]. (2) Given the reactants [CH3:1][C:2]([O:4][C@H:5]([C:12]([OH:25])([C:19]1[CH:24]=[CH:23][CH:22]=[CH:21][CH:20]=1)[C:13]1[CH:18]=[CH:17][CH:16]=[CH:15][CH:14]=1)[C:6]1[CH:11]=[CH:10][CH:9]=[CH:8][CH:7]=1)=[O:3].[Li+].CC([N-]C(C)C)C.C(NC(C)C)(C)C.[F:41][C:42]1[CH:47]=[CH:46][C:45]([C:48]2[N:52]([CH2:53][CH2:54][CH:55]=[O:56])[C:51]([CH:57]([CH3:59])[CH3:58])=[C:50]([C:60]([NH:62][C:63]3[CH:68]=[CH:67][CH:66]=[CH:65][CH:64]=3)=[O:61])[C:49]=2[C:69]2[CH:74]=[CH:73][CH:72]=[CH:71][CH:70]=2)=[CH:44][CH:43]=1, predict the reaction product. The product is: [F:41][C:42]1[CH:43]=[CH:44][C:45]([C:48]2[N:52]([CH2:53][CH2:54][C@@H:55]([OH:56])[CH2:1][C:2]([O:4][C@@H:5]([C:6]3[CH:11]=[CH:10][CH:9]=[CH:8][CH:7]=3)[C:12]([OH:25])([C:13]3[CH:14]=[CH:15][CH:16]=[CH:17][CH:18]=3)[C:19]3[CH:24]=[CH:23][CH:22]=[CH:21][CH:20]=3)=[O:3])[C:51]([CH:57]([CH3:59])[CH3:58])=[C:50]([C:60]([NH:62][C:63]3[CH:64]=[CH:65][CH:66]=[CH:67][CH:68]=3)=[O:61])[C:49]=2[C:69]2[CH:74]=[CH:73][CH:72]=[CH:71][CH:70]=2)=[CH:46][CH:47]=1. (3) The product is: [CH2:29]([N:36]([CH2:37][CH3:38])[C:26](=[O:27])[CH2:25][N:14]([S:11]([C:8]1[CH:9]=[CH:10][C:5]([C:1]([CH3:2])([CH3:4])[CH3:3])=[CH:6][CH:7]=1)(=[O:13])=[O:12])[C:15]1[CH:16]=[C:17]2[C:22](=[CH:23][CH:24]=1)[N:21]=[CH:20][CH:19]=[CH:18]2)[C:30]1[CH:35]=[CH:34][CH:33]=[CH:32][CH:31]=1. Given the reactants [C:1]([C:5]1[CH:10]=[CH:9][C:8]([S:11]([N:14]([CH2:25][C:26](O)=[O:27])[C:15]2[CH:16]=[C:17]3[C:22](=[CH:23][CH:24]=2)[N:21]=[CH:20][CH:19]=[CH:18]3)(=[O:13])=[O:12])=[CH:7][CH:6]=1)([CH3:4])([CH3:3])[CH3:2].[CH2:29]([NH:36][CH2:37][CH3:38])[C:30]1[CH:35]=[CH:34][CH:33]=[CH:32][CH:31]=1, predict the reaction product. (4) Given the reactants [F:1][C:2]1[CH:3]=[C:4]([CH:9]=[C:10]([OH:14])[C:11]=1[O:12][CH3:13])[C:5]([O:7][CH3:8])=[O:6].C(=O)([O-])[O-].[Cs+].[Cs+].[CH2:21](Br)[C:22]1[CH:27]=[CH:26][CH:25]=[CH:24][CH:23]=1, predict the reaction product. The product is: [F:1][C:2]1[CH:3]=[C:4]([CH:9]=[C:10]([O:14][CH2:21][C:22]2[CH:27]=[CH:26][CH:25]=[CH:24][CH:23]=2)[C:11]=1[O:12][CH3:13])[C:5]([O:7][CH3:8])=[O:6]. (5) The product is: [C:20]1([C:14]2[CH:19]=[CH:18][CH:17]=[CH:16][CH:15]=2)[CH:25]=[CH:24][C:23]([S:26]([NH:1][C:2]2[S:3][CH:4]=[C:5]([C:7](=[O:13])[C:8]([O:10][CH2:11][CH3:12])=[O:9])[N:6]=2)(=[O:28])=[O:27])=[CH:22][CH:21]=1. Given the reactants [NH2:1][C:2]1[S:3][CH:4]=[C:5]([C:7](=[O:13])[C:8]([O:10][CH2:11][CH3:12])=[O:9])[N:6]=1.[C:14]1([C:20]2[CH:25]=[CH:24][C:23]([S:26](Cl)(=[O:28])=[O:27])=[CH:22][CH:21]=2)[CH:19]=[CH:18][CH:17]=[CH:16][CH:15]=1, predict the reaction product.